This data is from Full USPTO retrosynthesis dataset with 1.9M reactions from patents (1976-2016). The task is: Predict the reactants needed to synthesize the given product. (1) Given the product [N:21]([CH2:3][C:4]1[N:9]=[CH:8][C:7]2[O:10][CH2:11][CH2:12][O:13][C:6]=2[CH:5]=1)=[N+:22]=[N-:23], predict the reactants needed to synthesize it. The reactants are: Cl.Cl[CH2:3][C:4]1[N:9]=[CH:8][C:7]2[O:10][CH2:11][CH2:12][O:13][C:6]=2[CH:5]=1.C(=O)([O-])O.[Na+].[Cl-].[Na+].[N-:21]=[N+:22]=[N-:23].[Na+]. (2) Given the product [Cl:14][C:15]1[CH:20]=[C:19]([C:2]2[CH:3]=[CH:4][C:5]3[N:6]([C:8]([CH3:13])([CH3:12])[C:9](=[O:11])[N:10]=3)[CH:7]=2)[CH:18]=[CH:17][CH:16]=1, predict the reactants needed to synthesize it. The reactants are: Br[C:2]1[CH:3]=[CH:4][C:5]2[N:6]([C:8]([CH3:13])([CH3:12])[C:9](=[O:11])[N:10]=2)[CH:7]=1.[Cl:14][C:15]1[CH:16]=[C:17](B(O)O)[CH:18]=[CH:19][CH:20]=1.C(=O)([O-])[O-].[K+].[K+].O1CCOCC1.